This data is from Catalyst prediction with 721,799 reactions and 888 catalyst types from USPTO. The task is: Predict which catalyst facilitates the given reaction. (1) Reactant: [CH2:1]([NH:8][CH2:9][C:10]1[CH:15]=[CH:14][CH:13]=[CH:12][CH:11]=1)[C:2]1[CH:7]=[CH:6][CH:5]=[CH:4][CH:3]=1.[CH2:16]=O.[C:18]([CH:21]1[CH2:25][CH2:24][O:23][C:22]1=[O:26])(=[O:20])[CH3:19]. Product: [C:18]([C:21]1([CH2:16][N:8]([CH2:1][C:2]2[CH:7]=[CH:6][CH:5]=[CH:4][CH:3]=2)[CH2:9][C:10]2[CH:15]=[CH:14][CH:13]=[CH:12][CH:11]=2)[CH2:25][CH2:24][O:23][C:22]1=[O:26])(=[O:20])[CH3:19]. The catalyst class is: 6. (2) Product: [N:15]1[CH:16]=[CH:17][C:12]([C:4]2[N:3]=[C:2]([NH:20][CH2:21][C@@H:22]([NH2:24])[CH3:23])[C:11]3[C:6]([CH:5]=2)=[CH:7][N:8]=[CH:9][CH:10]=3)=[CH:13][CH:14]=1.[N:15]1[CH:16]=[CH:17][C:12]([C:4]2[N:3]=[C:2]([NH:24][C@@H:22]([CH3:23])[CH2:21][NH2:20])[C:11]3[C:6]([CH:5]=2)=[CH:7][N:8]=[CH:9][CH:10]=3)=[CH:13][CH:14]=1. The catalyst class is: 225. Reactant: Cl[C:2]1[C:11]2[C:6](=[CH:7][N:8]=[CH:9][CH:10]=2)[CH:5]=[C:4]([C:12]2[CH:17]=[CH:16][N:15]=[CH:14][CH:13]=2)[N:3]=1.Cl.Cl.[NH2:20][CH2:21][C@@H:22]([NH2:24])[CH3:23].[OH-].[Na+]. (3) Reactant: [CH2:1]([C:3]1[C:11]2[C:10](=[O:12])[CH2:9][C:8]([CH3:14])([CH3:13])[CH2:7][C:6]=2[N:5]([C:15]2[CH:22]=[C:21](F)[C:18]([C:19]#[N:20])=[C:17]([F:24])[CH:16]=2)[N:4]=1)[CH3:2].[NH2:25][CH:26]1[CH2:31][CH2:30][O:29][CH2:28][CH2:27]1. Product: [CH2:1]([C:3]1[C:11]2[C:10](=[O:12])[CH2:9][C:8]([CH3:13])([CH3:14])[CH2:7][C:6]=2[N:5]([C:15]2[CH:22]=[C:21]([NH:25][CH:26]3[CH2:31][CH2:30][O:29][CH2:28][CH2:27]3)[C:18]([C:19]#[N:20])=[C:17]([F:24])[CH:16]=2)[N:4]=1)[CH3:2]. The catalyst class is: 31. (4) Reactant: C([O:3][C:4](=[O:36])[CH2:5][N:6]1[C:14]2[C:9](=[CH:10][C:11]([O:15][CH3:16])=[CH:12][CH:13]=2)[C:8]([C:17]2[N:25](S(C3C=CC(C)=CC=3)(=O)=O)[C:20]3=[N:21][CH:22]=[CH:23][CH:24]=[C:19]3[CH:18]=2)=[CH:7]1)C.[OH-].[K+]. Product: [CH3:16][O:15][C:11]1[CH:10]=[C:9]2[C:14](=[CH:13][CH:12]=1)[N:6]([CH2:5][C:4]([OH:36])=[O:3])[CH:7]=[C:8]2[C:17]1[NH:25][C:20]2=[N:21][CH:22]=[CH:23][CH:24]=[C:19]2[CH:18]=1. The catalyst class is: 5.